From a dataset of Full USPTO retrosynthesis dataset with 1.9M reactions from patents (1976-2016). Predict the reactants needed to synthesize the given product. (1) Given the product [ClH:41].[CH2:1]([N:3]1[C:8]2[N:9]=[C:10]([NH:13][C:14]3[CH:19]=[CH:18][C:17]([N:20]4[CH2:25][CH2:24][NH:23][CH2:22][CH2:21]4)=[C:16]([F:33])[CH:15]=3)[N:11]=[CH:12][C:7]=2[CH:6]=[C:5]([C:34]2[CH:35]=[CH:36][CH:37]=[CH:38][CH:39]=2)[C:4]1=[O:40])[CH3:2], predict the reactants needed to synthesize it. The reactants are: [CH2:1]([N:3]1[C:8]2[N:9]=[C:10]([NH:13][C:14]3[CH:19]=[CH:18][C:17]([N:20]4[CH2:25][CH2:24][N:23](C(OC(C)(C)C)=O)[CH2:22][CH2:21]4)=[C:16]([F:33])[CH:15]=3)[N:11]=[CH:12][C:7]=2[CH:6]=[C:5]([C:34]2[CH:39]=[CH:38][CH:37]=[CH:36][CH:35]=2)[C:4]1=[O:40])[CH3:2].[ClH:41]. (2) The reactants are: [NH2:1][C:2]1[N:7]=[C:6]([CH2:8][C:9]([O:11][CH2:12][CH3:13])=[O:10])[CH:5]=[CH:4][CH:3]=1.C(N(C(C)C)C(C)C)C.[C:23](Cl)(=[O:25])[CH3:24]. Given the product [C:23]([NH:1][C:2]1[N:7]=[C:6]([CH2:8][C:9]([O:11][CH2:12][CH3:13])=[O:10])[CH:5]=[CH:4][CH:3]=1)(=[O:25])[CH3:24], predict the reactants needed to synthesize it. (3) Given the product [NH2:4][C:5]1[CH:6]=[C:7]([NH:11][C:12]([C:14]2[CH:19]=[CH:18][C:17]([NH:20][C:21](=[O:27])[O:22][C:23]([CH3:25])([CH3:24])[CH3:26])=[CH:16][CH:15]=2)=[O:13])[CH:8]=[CH:9][CH:10]=1, predict the reactants needed to synthesize it. The reactants are: O=C(C1C=CC=CC=1)C=[N:4][C:5]1[CH:6]=[C:7]([NH:11][C:12]([C:14]2[CH:19]=[CH:18][C:17]([NH:20][C:21](=[O:27])[O:22][C:23]([CH3:26])([CH3:25])[CH3:24])=[CH:16][CH:15]=2)=[O:13])[CH:8]=[CH:9][CH:10]=1. (4) The reactants are: Cl[C:2]1[CH:3]=[C:4]([NH:10][C:11]2[CH:16]=[CH:15][C:14]([S:17]([CH2:20][CH3:21])(=[O:19])=[O:18])=[CH:13][N:12]=2)[C:5](=[O:9])[N:6]([CH3:8])[N:7]=1.[C:22]([O:25][CH2:26][C:27]1[C:32](B2OC(C)(C)C(C)(C)O2)=[CH:31][CH:30]=[CH:29][C:28]=1[N:42]1[N:51]=[CH:50][C:49]2[C:44](=[C:45]([F:56])[CH:46]=[C:47]([C:52]([CH3:55])([CH3:54])[CH3:53])[CH:48]=2)[C:43]1=[O:57])(=[O:24])[CH3:23].C([O-])([O-])=O.[Cs+].[Cs+].O1CCOCC1. Given the product [C:52]([C:47]1[CH:48]=[C:49]2[C:44](=[C:45]([F:56])[CH:46]=1)[C:43](=[O:57])[N:42]([C:28]1[CH:29]=[CH:30][CH:31]=[C:32]([C:2]3[CH:3]=[C:4]([NH:10][C:11]4[CH:16]=[CH:15][C:14]([S:17]([CH2:20][CH3:21])(=[O:19])=[O:18])=[CH:13][N:12]=4)[C:5](=[O:9])[N:6]([CH3:8])[N:7]=3)[C:27]=1[CH2:26][O:25][C:22](=[O:24])[CH3:23])[N:51]=[CH:50]2)([CH3:53])([CH3:54])[CH3:55], predict the reactants needed to synthesize it. (5) Given the product [N+:8]([C:4]1[CH:3]=[C:2]([N:11]2[CH2:14][CH2:13][CH2:12]2)[CH:7]=[CH:6][CH:5]=1)([O-:10])=[O:9], predict the reactants needed to synthesize it. The reactants are: F[C:2]1[CH:7]=[CH:6][CH:5]=[C:4]([N+:8]([O-:10])=[O:9])[CH:3]=1.[NH:11]1[CH2:14][CH2:13][CH2:12]1.Cl.C([O-])([O-])=O.[K+].[K+]. (6) Given the product [BrH:23].[Br:23][C:18]1[CH:19]=[C:20]2[C:15](=[CH:16][CH:17]=1)[NH:14][C:13](=[O:22])[N:12]([CH:9]1[CH2:8][CH2:7][NH:6][CH2:11][CH2:10]1)[CH2:21]2, predict the reactants needed to synthesize it. The reactants are: C([O-])(=O)C.[Na+].[NH:6]1[CH2:11][CH2:10][CH:9]([N:12]2[CH2:21][C:20]3[C:15](=[CH:16][CH:17]=[CH:18][CH:19]=3)[NH:14][C:13]2=[O:22])[CH2:8][CH2:7]1.[Br:23]Br. (7) Given the product [Cl:1][C:2]1[C:10]([C:11]#[N:12])=[CH:9][C:5]([C:6]([O:8][C:20]([CH3:23])([CH3:22])[CH3:21])=[O:7])=[C:4]([CH3:13])[N:3]=1, predict the reactants needed to synthesize it. The reactants are: [Cl:1][C:2]1[C:10]([C:11]#[N:12])=[CH:9][C:5]([C:6]([OH:8])=[O:7])=[C:4]([CH3:13])[N:3]=1.C(NC(=NC(C)C)O[C:20]([CH3:23])([CH3:22])[CH3:21])(C)C.